This data is from Peptide-MHC class I binding affinity with 185,985 pairs from IEDB/IMGT. The task is: Regression. Given a peptide amino acid sequence and an MHC pseudo amino acid sequence, predict their binding affinity value. This is MHC class I binding data. The peptide sequence is VVKKLSVIR. The MHC is HLA-A31:01 with pseudo-sequence HLA-A31:01. The binding affinity (normalized) is 0.746.